From a dataset of CYP2C19 inhibition data for predicting drug metabolism from PubChem BioAssay. Regression/Classification. Given a drug SMILES string, predict its absorption, distribution, metabolism, or excretion properties. Task type varies by dataset: regression for continuous measurements (e.g., permeability, clearance, half-life) or binary classification for categorical outcomes (e.g., BBB penetration, CYP inhibition). Dataset: cyp2c19_veith. The drug is CC1=CC(=O)C2=C(C)CC[C@H]3[C@H](C)C(=O)O[C@H]3[C@H]12. The result is 0 (non-inhibitor).